From a dataset of Forward reaction prediction with 1.9M reactions from USPTO patents (1976-2016). Predict the product of the given reaction. (1) The product is: [OH:10][C:11]1[C:12]([CH3:26])=[C:13]([CH3:25])[C:14]([NH:18][C:19](=[O:24])[CH2:20][CH:21]([CH3:23])[CH3:22])=[N:15][C:16]=1[CH3:17]. Given the reactants CO.C([O:10][C:11]1[C:12]([CH3:26])=[C:13]([CH3:25])[C:14]([NH:18][C:19](=[O:24])[CH2:20][CH:21]([CH3:23])[CH3:22])=[N:15][C:16]=1[CH3:17])C1C=CC=CC=1, predict the reaction product. (2) Given the reactants C(O[C:6](=O)[N:7]([CH:9]1[CH2:14][CH2:13][CH:12]([NH:15][CH2:16][C:17]2[CH:22]=[C:21]([C:23]3[CH:28]=[CH:27][N:26]=[C:25]([CH3:29])[CH:24]=3)[CH:20]=[CH:19][C:18]=2[O:30][CH3:31])[CH2:11][CH2:10]1)C)(C)(C)C.[Cl:33][C:34]1[C:35]2[CH:45]=[CH:44][CH:43]=[CH:42][C:36]=2[S:37][C:38]=1[C:39](Cl)=[O:40], predict the reaction product. The product is: [ClH:33].[ClH:33].[CH3:31][O:30][C:18]1[CH:19]=[CH:20][C:21]([C:23]2[CH:28]=[CH:27][N:26]=[C:25]([CH3:29])[CH:24]=2)=[CH:22][C:17]=1[CH2:16][N:15]([CH:12]1[CH2:13][CH2:14][CH:9]([NH:7][CH3:6])[CH2:10][CH2:11]1)[C:39]([C:38]1[S:37][C:36]2[CH:42]=[CH:43][CH:44]=[CH:45][C:35]=2[C:34]=1[Cl:33])=[O:40]. (3) The product is: [CH2:38]([NH:37][C:35]([C:10]1[N:11]([C:27]2[CH:32]=[CH:31][C:30]([O:33][CH3:34])=[CH:29][CH:28]=2)[C:12]([C:22]([N:24]([CH3:26])[CH3:25])=[O:23])=[C:13]([OH:14])[C:9]=1[OH:8])=[O:36])[CH3:39]. Given the reactants C([O:8][C:9]1[C:13]([O:14]CC2C=CC=CC=2)=[C:12]([C:22]([N:24]([CH3:26])[CH3:25])=[O:23])[N:11]([C:27]2[CH:32]=[CH:31][C:30]([O:33][CH3:34])=[CH:29][CH:28]=2)[C:10]=1[C:35]([NH:37][CH2:38][CH3:39])=[O:36])C1C=CC=CC=1, predict the reaction product. (4) Given the reactants [Br-:1].[Br-].[CH2:3]([CH:6]([NH2+:10][CH2:11][CH2:12][CH2:13][CH2:14][CH2:15][CH2:16][CH2:17][CH2:18][CH2:19][CH2:20][NH2+:21][CH:22]([CH2:26][CH:27]=[CH2:28])[CH2:23][CH:24]=[CH2:25])[CH2:7][CH:8]=[CH2:9])[CH:4]=[CH2:5].[Br-].[CH2:30]([CH:33]([NH2+:37][CH2:38][CH2:39][CH2:40][CH2:41][CH2:42][CH2:43][CH2:44][CH2:45][CH2:46][CH2:47][CH2:48][CH3:49])[CH2:34][CH:35]=[CH2:36])[CH:31]=[CH2:32].Cl.Cl.N(C(C)(C)C(N)=N)=NC(C)(C)C(N)=N, predict the reaction product. The product is: [Br-:1].[Br-:1].[CH2:3]([CH:6]([NH2+:10][CH2:11][CH2:12][CH2:13][CH2:14][CH2:15][CH2:16][CH2:17][CH2:18][CH2:19][CH2:20][NH2+:21][CH:22]([CH2:26][CH:27]=[CH2:28])[CH2:23][CH:24]=[CH2:25])[CH2:7][CH:8]=[CH2:9])[CH:4]=[CH2:5].[Br-:1].[CH2:30]([CH:33]([NH2+:37][CH2:38][CH2:39][CH2:40][CH2:41][CH2:42][CH2:43][CH2:44][CH2:45][CH2:46][CH2:47][CH2:48][CH3:49])[CH2:34][CH:35]=[CH2:36])[CH:31]=[CH2:32]. (5) Given the reactants OC(C)(C)CO/[N:5]=[C:6](/[C:15]1[CH:20]=[CH:19][C:18]([F:21])=[C:17]([F:22])[CH:16]=1)\[C:7]1[CH:12]=[CH:11][C:10]([CH2:13]O)=[CH:9][N:8]=1.[ClH:25].[F:26][C:27]1[CH:32]=[CH:31][C:30]([CH:33]2[CH2:38][CH2:37][NH:36][CH2:35][CH2:34]2)=[CH:29][N:28]=1, predict the reaction product. The product is: [ClH:25].[ClH:25].[F:22][C:17]1[CH:16]=[C:15]([CH:6]([C:7]2[CH:12]=[CH:11][C:10]([CH2:13][N:36]3[CH2:37][CH2:38][CH:33]([C:30]4[CH:29]=[N:28][C:27]([F:26])=[CH:32][CH:31]=4)[CH2:34][CH2:35]3)=[CH:9][N:8]=2)[NH2:5])[CH:20]=[CH:19][C:18]=1[F:21]. (6) Given the reactants Br[C:2]1[CH:3]=[CH:4][CH:5]=[C:6]2[C:11]=1[N:10]=[C:9]([C:12]1([C:15]3[CH:20]=[CH:19][CH:18]=[CH:17][CH:16]=3)[CH2:14][CH2:13]1)[N:8]=[CH:7]2.C(=O)([O-])[O-].[K+].[K+].C1(P(C2C=CC=CC=2)CCCP(C2C=CC=CC=2)C2C=CC=CC=2)C=CC=CC=1.[CH:56]([O:58][CH2:59][CH2:60][CH2:61][CH3:62])=[CH2:57], predict the reaction product. The product is: [CH2:59]([O:58][C:56]([C:2]1[CH:3]=[CH:4][CH:5]=[C:6]2[C:11]=1[N:10]=[C:9]([C:12]1([C:15]3[CH:20]=[CH:19][CH:18]=[CH:17][CH:16]=3)[CH2:14][CH2:13]1)[N:8]=[CH:7]2)=[CH2:57])[CH2:60][CH2:61][CH3:62]. (7) Given the reactants C([O:3][C:4](=[O:40])[CH2:5][O:6][C:7]1[CH:12]=[CH:11][C:10]([S:13][CH2:14][C:15]2[CH:20]=[C:19]([C:21]#[C:22][CH2:23][N:24]3[CH2:29][CH2:28][O:27][CH2:26][CH2:25]3)[CH:18]=[C:17]([O:30][CH2:31][C:32]3[CH:37]=[CH:36][C:35]([F:38])=[CH:34][CH:33]=3)[CH:16]=2)=[CH:9][C:8]=1[CH3:39])C.[OH-].[Na+].Cl, predict the reaction product. The product is: [F:38][C:35]1[CH:34]=[CH:33][C:32]([CH2:31][O:30][C:17]2[CH:16]=[C:15]([CH:20]=[C:19]([C:21]#[C:22][CH2:23][N:24]3[CH2:25][CH2:26][O:27][CH2:28][CH2:29]3)[CH:18]=2)[CH2:14][S:13][C:10]2[CH:11]=[CH:12][C:7]([O:6][CH2:5][C:4]([OH:40])=[O:3])=[C:8]([CH3:39])[CH:9]=2)=[CH:37][CH:36]=1.